Task: Predict the reaction yield, written as a fraction of the theoretical maximum amount of product (1.0 means a 100% yield; for example, 0.34 means a 34% yield).. Dataset: Reaction yield outcomes from USPTO patents with 853,638 reactions (1) The reactants are Cl.[CH:2]1([CH2:8][O:9][C:10]2[CH:15]=[CH:14][N:13]([C:16]3[CH:17]=[CH:18][C:19]4[C:20]5[CH2:29][NH:28][CH2:27][CH2:26][C:21]=5[N:22]([CH3:25])[C:23]=4[CH:24]=3)[C:12](=[O:30])[CH:11]=2)[CH2:7][CH2:6][CH2:5][CH2:4][CH2:3]1.[CH2:31](N(CC)CC)C.C=O.[BH-](OC(C)=O)(OC(C)=O)OC(C)=O.[Na+]. The catalyst is CO. The product is [CH:2]1([CH2:8][O:9][C:10]2[CH:15]=[CH:14][N:13]([C:16]3[CH:17]=[CH:18][C:19]4[C:20]5[CH2:29][N:28]([CH3:31])[CH2:27][CH2:26][C:21]=5[N:22]([CH3:25])[C:23]=4[CH:24]=3)[C:12](=[O:30])[CH:11]=2)[CH2:3][CH2:4][CH2:5][CH2:6][CH2:7]1. The yield is 0.690. (2) The reactants are [Si]([O:8][C:9]([C@@:11]1([CH2:65][F:66])[CH2:16][CH2:15][C:14]([C:17]2[C:18]([CH3:64])([CH3:63])[C@H:19]3[C@:32]([CH3:35])([CH2:33][CH:34]=2)[C@@H:31]2[C@:22]([CH3:62])([C@@:23]4([CH3:61])[C@H:28]([CH2:29][CH2:30]2)[C@H:27]2[C@H:36]([C:39]([CH3:41])=[CH2:40])[CH2:37][CH2:38][C@:26]2([NH:42][CH2:43][CH2:44][N:45]2[CH2:50][CH2:49][C:48]([C:56]([O:58][CH2:59][CH3:60])=[O:57])([C:51]([O:53][CH2:54][CH3:55])=[O:52])[CH2:47][CH2:46]2)[CH2:25][CH2:24]4)[CH2:21][CH2:20]3)=[CH:13][CH2:12]1)=[O:10])(C(C)(C)C)(C)C.CCCC[N+](CCCC)(CCCC)CCCC.[F-]. The catalyst is C1COCC1. The product is [CH2:59]([O:58][C:56]([C:48]1([C:51]([O:53][CH2:54][CH3:55])=[O:52])[CH2:47][CH2:46][N:45]([CH2:44][CH2:43][NH:42][C@:26]23[CH2:38][CH2:37][C@@H:36]([C:39]([CH3:41])=[CH2:40])[C@@H:27]2[C@@H:28]2[C@@:23]([CH3:61])([CH2:24][CH2:25]3)[C@@:22]3([CH3:62])[C@@H:31]([C@:32]4([CH3:35])[C@@H:19]([CH2:20][CH2:21]3)[C:18]([CH3:64])([CH3:63])[C:17]([C:14]3[CH2:15][CH2:16][C@:11]([CH2:65][F:66])([C:9]([OH:10])=[O:8])[CH2:12][CH:13]=3)=[CH:34][CH2:33]4)[CH2:30][CH2:29]2)[CH2:50][CH2:49]1)=[O:57])[CH3:60]. The yield is 0.532. (3) The reactants are [N:1]([CH2:4][C:5]1[CH:18]=[CH:17][C:8]([CH2:9][N:10]2[CH:15]=[CH:14][CH:13]=[CH:12][C:11]2=[O:16])=[CH:7][CH:6]=1)=[N+:2]=[N-:3].[C:19]([O:23][CH2:24][CH3:25])(=[O:22])[C:20]#[CH:21].O=C1O[C@H]([C@H](CO)O)C([O-])=C1O.[Na+]. The catalyst is C(O)(C)(C)C.O.C(Cl)(Cl)Cl.O.O.O.O.O.S([O-])([O-])(=O)=O.[Cu+2]. The product is [CH2:24]([O:23][C:19]([C:20]1[N:3]=[N:2][N:1]([CH2:4][C:5]2[CH:6]=[CH:7][C:8]([CH2:9][N:10]3[CH:15]=[CH:14][CH:13]=[CH:12][C:11]3=[O:16])=[CH:17][CH:18]=2)[CH:21]=1)=[O:22])[CH3:25]. The yield is 0.900.